From a dataset of Forward reaction prediction with 1.9M reactions from USPTO patents (1976-2016). Predict the product of the given reaction. (1) Given the reactants CO[C:3]1[C:12]2[C:7](=[CH:8][CH:9]=[C:10]([NH:13][C:14](=[O:16])[CH3:15])[CH:11]=2)[N:6]=[C:5]([CH2:17][CH2:18][CH2:19][CH2:20][CH3:21])[CH:4]=1.C([O-])(=O)C.[NH4+:26], predict the reaction product. The product is: [NH2:26][C:3]1[C:12]2[C:7](=[CH:8][CH:9]=[C:10]([NH:13][C:14](=[O:16])[CH3:15])[CH:11]=2)[N:6]=[C:5]([CH2:17][CH2:18][CH2:19][CH2:20][CH3:21])[CH:4]=1. (2) Given the reactants [Cl:1][C:2]1[CH:18]=[C:17]([O:19][CH2:20][CH:21]=[C:22]([Cl:24])[Cl:23])[CH:16]=[C:15]([Cl:25])[C:3]=1[O:4][CH2:5][CH2:6][CH2:7][CH2:8][CH2:9][O:10][CH2:11][C:12](=O)[CH3:13].Cl.[C:27]([O:31][NH2:32])([CH3:30])([CH3:29])[CH3:28].Cl, predict the reaction product. The product is: [C:27]([O:31][N:32]=[C:12]([CH2:11][O:10][CH2:9][CH2:8][CH2:7][CH2:6][CH2:5][O:4][C:3]1[C:2]([Cl:1])=[CH:18][C:17]([O:19][CH2:20][CH:21]=[C:22]([Cl:24])[Cl:23])=[CH:16][C:15]=1[Cl:25])[CH3:13])([CH3:30])([CH3:29])[CH3:28]. (3) The product is: [Br:1][C:2]1[CH:10]=[CH:9][C:8]([F:11])=[C:7]2[C:3]=1[CH2:4][CH2:5][C@H:6]2[O:12][C:13]1[CH:14]=[CH:15][C:16]2[C:17]([CH2:18][C:19]([OH:31])=[O:23])=[CH:24][O:20][C:21]=2[CH:22]=1. Given the reactants [Br:1][C:2]1[CH:10]=[CH:9][C:8]([F:11])=[C:7]2[C:3]=1[CH2:4][CH2:5][C@H:6]2[O:12][C:13]1[CH:22]=[C:21]2[C:16]([C:17]([CH2:24]Cl)=[CH:18][C:19](=[O:23])[O:20]2)=[CH:15][CH:14]=1.BrC1C(C)=CC([O:31]CCC(C)(O)C)=CC=1C.[OH-].[Na+].Cl, predict the reaction product. (4) Given the reactants ClCCl.[CH:4]([O:7][C:8]([N:10]1[C:19]2[C:14](=[N:15][C:16](Br)=[CH:17][CH:18]=2)[C@H:13]([N:21]([C:37](=[O:39])[CH3:38])[CH2:22][C:23]2[CH:28]=[C:27]([C:29]([F:32])([F:31])[F:30])[CH:26]=[C:25]([C:33]([F:36])([F:35])[F:34])[CH:24]=2)[CH2:12][C@@H:11]1[CH2:40][CH3:41])=[O:9])([CH3:6])[CH3:5].[CH3:42]B(O)O.[F-].[Cs+], predict the reaction product. The product is: [CH:4]([O:7][C:8]([N:10]1[C:19]2[C:14](=[N:15][C:16]([CH3:42])=[CH:17][CH:18]=2)[C@H:13]([N:21]([C:37](=[O:39])[CH3:38])[CH2:22][C:23]2[CH:28]=[C:27]([C:29]([F:32])([F:31])[F:30])[CH:26]=[C:25]([C:33]([F:36])([F:35])[F:34])[CH:24]=2)[CH2:12][C@@H:11]1[CH2:40][CH3:41])=[O:9])([CH3:6])[CH3:5]. (5) Given the reactants Cl[C:2]1[CH:7]=[C:6]([N:8]2[CH2:13][CH2:12][N:11]([C:14]([O:16][C:17]([CH3:20])([CH3:19])[CH3:18])=[O:15])[CH2:10][CH2:9]2)[N:5]2[N:21]=[CH:22][CH:23]=[C:4]2[N:3]=1.[CH3:24][O-:25].[Na+], predict the reaction product. The product is: [CH3:24][O:25][C:2]1[CH:7]=[C:6]([N:8]2[CH2:13][CH2:12][N:11]([C:14]([O:16][C:17]([CH3:20])([CH3:19])[CH3:18])=[O:15])[CH2:10][CH2:9]2)[N:5]2[N:21]=[CH:22][CH:23]=[C:4]2[N:3]=1.